Dataset: Reaction yield outcomes from USPTO patents with 853,638 reactions. Task: Predict the reaction yield, written as a fraction of the theoretical maximum amount of product (1.0 means a 100% yield; for example, 0.34 means a 34% yield). (1) The reactants are C1(C(C2C=CC=CC=2)=[N:8][C:9]2[CH:14]=[CH:13][C:12]([N:15]3[C:19]([C:20]4[CH:25]=[CH:24][C:23]([O:26][CH3:27])=[C:22]([O:28][C@@H:29]5[CH2:33][CH2:32][O:31][CH2:30]5)[CH:21]=4)=[CH:18][CH:17]=[N:16]3)=[CH:11][CH:10]=2)C=CC=CC=1.O1CCCC1.Cl.[OH-].[Na+]. The catalyst is O.C(OCC)(=O)C. The product is [CH3:27][O:26][C:23]1[CH:24]=[CH:25][C:20]([C:19]2[N:15]([C:12]3[CH:11]=[CH:10][C:9]([NH2:8])=[CH:14][CH:13]=3)[N:16]=[CH:17][CH:18]=2)=[CH:21][C:22]=1[O:28][C@@H:29]1[CH2:33][CH2:32][O:31][CH2:30]1. The yield is 0.790. (2) The reactants are [Cl:1][C:2]1[CH:3]=[C:4]([S:8]([N:11]2[C:15]([C:16]3[CH:21]=[CH:20][CH:19]=[CH:18][CH:17]=3)=[CH:14][C:13]([C:22](OCC)=[O:23])=[C:12]2[CH3:27])(=[O:10])=[O:9])[CH:5]=[CH:6][CH:7]=1.[H-].C([Al+]CC(C)C)C(C)C. The catalyst is C1(C)C=CC=CC=1. The product is [Cl:1][C:2]1[CH:3]=[C:4]([S:8]([N:11]2[C:15]([C:16]3[CH:21]=[CH:20][CH:19]=[CH:18][CH:17]=3)=[CH:14][C:13]([CH2:22][OH:23])=[C:12]2[CH3:27])(=[O:9])=[O:10])[CH:5]=[CH:6][CH:7]=1. The yield is 0.480. (3) The reactants are [C:1]([O:5][C:6]([N:8]1[CH2:12][C@@H:11](Cl)[CH2:10][C@H:9]1[CH2:14][O:15][CH2:16][C:17]1[CH:22]=[C:21]([F:23])[C:20]([F:24])=[CH:19][C:18]=1[F:25])=[O:7])([CH3:4])([CH3:3])[CH3:2].[C:26]([O-:29])(=[S:28])[CH3:27].[K+]. The catalyst is CN(C=O)C. The product is [C:1]([O:5][C:6]([N:8]1[CH2:12][C@@H:11]([S:28][C:26](=[O:29])[CH3:27])[CH2:10][C@@H:9]1[CH2:14][O:15][CH2:16][C:17]1[CH:22]=[C:21]([F:23])[C:20]([F:24])=[CH:19][C:18]=1[F:25])=[O:7])([CH3:4])([CH3:3])[CH3:2]. The yield is 0.890. (4) The reactants are O[CH2:2][CH2:3][NH:4][CH2:5][C:6]([NH:8][C:9]1[CH:14]=[CH:13][C:12]([N+:15]([O-:17])=[O:16])=[CH:11][CH:10]=1)=[O:7].C(P(CCCC)CCCC)CCC.CC(OC(/N=N/C(OC(C)C)=O)=O)C.[C:45](O[C:45]([O:47][C:48]([CH3:51])([CH3:50])[CH3:49])=[O:46])([O:47][C:48]([CH3:51])([CH3:50])[CH3:49])=[O:46]. The catalyst is C(OCC)(=O)C. The product is [N+:15]([C:12]1[CH:13]=[CH:14][C:9]([N:8]2[CH2:2][CH2:3][N:4]([C:45]([O:47][C:48]([CH3:51])([CH3:50])[CH3:49])=[O:46])[CH2:5][C:6]2=[O:7])=[CH:10][CH:11]=1)([O-:17])=[O:16]. The yield is 0.510. (5) The reactants are C([O:8][C@:9]12[C@@H:16]([CH2:17][O:18]CC3C=CC=CC=3)[O:15][C@@H:14]([N:26]3[CH:34]=[C:32]([CH3:33])[C:30](=[O:31])[NH:29][C:27]3=[O:28])[C@@:13]1([O:35][CH3:36])[O:12][CH2:11][CH2:10]2)C1C=CC=CC=1.C. The catalyst is CO.[OH-].[Pd+2].[OH-]. The product is [OH:8][C@:9]12[C@@H:16]([CH2:17][OH:18])[O:15][C@@H:14]([N:26]3[CH:34]=[C:32]([CH3:33])[C:30](=[O:31])[NH:29][C:27]3=[O:28])[C@@:13]1([O:35][CH3:36])[O:12][CH2:11][CH2:10]2. The yield is 0.790. (6) The reactants are [CH:1]([C:3]1[NH:4][CH:5]=[CH:6][C:7]=1[C:8]1[CH:13]=[CH:12][C:11]([CH3:14])=[CH:10][CH:9]=1)=O.CC([O-])=[O:17].[K+].Cl.[CH3:21][NH2:22].[BH4-].[Na+].[OH2:25]. The catalyst is C(O)(=O)C.[N+](C)([O-])=O. The product is [N+:22]([CH2:21][CH2:1][C:3]1[NH:4][CH:5]=[CH:6][C:7]=1[C:8]1[CH:13]=[CH:12][C:11]([CH3:14])=[CH:10][CH:9]=1)([O-:17])=[O:25]. The yield is 0.740. (7) The reactants are [O:1]=[C:2]1[CH2:7][CH2:6][CH:5]([N:8]2[C:13](=[O:14])[C:12]([CH2:15][C:16]3[CH:21]=[CH:20][C:19]([C:22]4[CH:27]=[CH:26][CH:25]=[CH:24][C:23]=4[C:28]4[NH:32][C:31](=[O:33])[O:30][N:29]=4)=[CH:18][CH:17]=3)=[C:11]([CH2:34][CH2:35][CH3:36])[N:10]3[N:37]=[CH:38][N:39]=[C:9]23)[CH2:4][CH2:3]1.ClC1C=CC=C(C(OO)=[O:48])C=1. The catalyst is C(#N)C.C(OCC)(=O)C. The product is [O:33]=[C:31]1[O:30][N:29]=[C:28]([C:23]2[CH:24]=[CH:25][CH:26]=[CH:27][C:22]=2[C:19]2[CH:18]=[CH:17][C:16]([CH2:15][C:12]3[C:13](=[O:14])[N:8]([CH:5]4[CH2:6][CH2:7][C:2](=[O:48])[O:1][CH2:3][CH2:4]4)[C:9]4[N:10]([N:37]=[CH:38][N:39]=4)[C:11]=3[CH2:34][CH2:35][CH3:36])=[CH:21][CH:20]=2)[NH:32]1. The yield is 0.750.